From a dataset of Full USPTO retrosynthesis dataset with 1.9M reactions from patents (1976-2016). Predict the reactants needed to synthesize the given product. (1) The reactants are: Br[C:2]1[S:11][C:5]2[S:6][C:7](Br)=[C:8]([CH3:9])[C:4]=2[C:3]=1[CH3:12].B([O-])[O-].[CH2:16]([C:22]1[CH:23]=[CH:24][S:25][CH:26]=1)[CH2:17][CH2:18][CH2:19][CH2:20][CH3:21].[Na+].[Na+].[Na]. Given the product [CH2:16]([C:22]1[CH:23]=[C:24]([C:2]2[S:11][C:5]3[S:6][C:7]([C:24]4[S:25][CH:26]=[C:22]([CH2:16][CH2:17][CH2:18][CH2:19][CH2:20][CH3:21])[CH:23]=4)=[C:8]([CH3:9])[C:4]=3[C:3]=2[CH3:12])[S:25][CH:26]=1)[CH2:17][CH2:18][CH2:19][CH2:20][CH3:21], predict the reactants needed to synthesize it. (2) Given the product [C:16]1([C:19]2[CH:24]=[CH:23][CH:22]=[CH:21][CH:20]=2)[CH:15]=[CH:14][C:13]([CH2:12][N:11]2[C@@H:6]([CH2:5][CH2:4][CH2:3][CH2:2][N:41]([CH3:40])[CH3:38])[C:7](=[O:37])[NH:8][C@@H:9]([CH2:26][C:27]3[CH:36]=[CH:35][C:34]4[C:29](=[CH:30][CH:31]=[CH:32][CH:33]=4)[CH:28]=3)[C:10]2=[O:25])=[CH:18][CH:17]=1, predict the reactants needed to synthesize it. The reactants are: N[CH2:2][CH2:3][CH2:4][CH2:5][C@@H:6]1[N:11]([CH2:12][C:13]2[CH:18]=[CH:17][C:16]([C:19]3[CH:24]=[CH:23][CH:22]=[CH:21][CH:20]=3)=[CH:15][CH:14]=2)[C:10](=[O:25])[C@H:9]([CH2:26][C:27]2[CH:36]=[CH:35][C:34]3[C:29](=[CH:30][CH:31]=[CH:32][CH:33]=3)[CH:28]=2)[NH:8][C:7]1=[O:37].[CH2:38]=O.[C:40]([BH3-])#[N:41].[Na+].Cl.